From a dataset of Reaction yield outcomes from USPTO patents with 853,638 reactions. Predict the reaction yield, written as a fraction of the theoretical maximum amount of product (1.0 means a 100% yield; for example, 0.34 means a 34% yield). (1) No catalyst specified. The yield is 0.840. The reactants are [CH3:1][O:2][C:3]1[CH:8]=[CH:7][C:6](B(O)O)=[CH:5][N:4]=1.FC(F)(F)S(O[C:18]1[CH:27]=[CH:26][CH:25]=[C:24]2[C:19]=1[CH2:20][C@H:21]([N:28]([CH2:36][C:37]1[CH:42]=[CH:41][CH:40]=[CH:39][CH:38]=1)[CH2:29][C:30]1[CH:35]=[CH:34][CH:33]=[CH:32][CH:31]=1)[CH2:22][O:23]2)(=O)=O. The product is [CH2:36]([N:28]([CH2:29][C:30]1[CH:35]=[CH:34][CH:33]=[CH:32][CH:31]=1)[C@H:21]1[CH2:20][C:19]2[C:24](=[CH:25][CH:26]=[CH:27][C:18]=2[C:6]2[CH:5]=[N:4][C:3]([O:2][CH3:1])=[CH:8][CH:7]=2)[O:23][CH2:22]1)[C:37]1[CH:38]=[CH:39][CH:40]=[CH:41][CH:42]=1. (2) The reactants are [F:1][C:2]1[CH:10]=[C:9]([F:11])[CH:8]=[CH:7][C:3]=1[C:4](Cl)=[O:5].Cl.[NH:13]1[CH2:16][CH2:15][CH2:14]1.CCN(CC)CC. The catalyst is C(Cl)Cl. The product is [N:13]1([C:4]([C:3]2[CH:7]=[CH:8][C:9]([F:11])=[CH:10][C:2]=2[F:1])=[O:5])[CH2:16][CH2:15][CH2:14]1. The yield is 0.760. (3) The catalyst is CO. The yield is 0.900. The product is [ClH:36].[CH2:1]([C:5]1[N:6]=[C:7]2[CH:35]=[CH:34][CH:33]=[CH:32][N:8]2[C:9](=[O:31])[C:10]=1[C:11]1[CH:12]=[CH:13][C:14]([NH:17][CH:18]2[CH2:23][CH2:22][CH2:21][NH:20][CH2:19]2)=[CH:15][CH:16]=1)[CH2:2][CH2:3][CH3:4]. The reactants are [CH2:1]([C:5]1[N:6]=[C:7]2[CH:35]=[CH:34][CH:33]=[CH:32][N:8]2[C:9](=[O:31])[C:10]=1[C:11]1[CH:16]=[CH:15][C:14]([NH:17][CH:18]2[CH2:23][CH2:22][CH2:21][N:20](C(OC(C)(C)C)=O)[CH2:19]2)=[CH:13][CH:12]=1)[CH2:2][CH2:3][CH3:4].[ClH:36].O1CCOCC1. (4) The reactants are [F:1][C:2]1[CH:7]=[CH:6][C:5]([C:8]2[N:12]=[N:11][N:10]([CH3:13])[C:9]=2[CH:14]=O)=[CH:4][CH:3]=1.[CH3:16][O:17][C:18](=[O:26])[C:19]1[CH:24]=[CH:23][C:22]([CH3:25])=[N:21][CH:20]=1.O.[OH-].[Na+]. The catalyst is C(OC(=O)C)(=O)C.CC(O)=O. The product is [CH3:16][O:17][C:18](=[O:26])[C:19]1[CH:24]=[CH:23][C:22](/[CH:25]=[CH:14]/[C:9]2[N:10]([CH3:13])[N:11]=[N:12][C:8]=2[C:5]2[CH:4]=[CH:3][C:2]([F:1])=[CH:7][CH:6]=2)=[N:21][CH:20]=1. The yield is 0.300. (5) The reactants are [C:1]([O:5][C:6]([NH:8][CH:9]([CH2:13][C:14]1[CH:19]=[CH:18][C:17]([C:20]2[CH:25]=[CH:24][C:23]([CH2:26][CH2:27][C:28]([O:30][CH3:31])=[O:29])=[CH:22][CH:21]=2)=[CH:16][CH:15]=1)[C:10]([OH:12])=O)=[O:7])([CH3:4])([CH3:3])[CH3:2].[CH2:32]([N:34](CC)[CH2:35]C)C.CN([P+](ON1N=NC2C=CC=CC1=2)(N(C)C)N(C)C)C.F[P-](F)(F)(F)(F)F.CNC. The catalyst is C(Cl)Cl. The product is [CH3:31][O:30][C:28](=[O:29])[CH2:27][CH2:26][C:23]1[CH:24]=[CH:25][C:20]([C:17]2[CH:16]=[CH:15][C:14]([CH2:13][CH:9]([NH:8][C:6]([O:5][C:1]([CH3:4])([CH3:3])[CH3:2])=[O:7])[C:10](=[O:12])[N:34]([CH3:35])[CH3:32])=[CH:19][CH:18]=2)=[CH:21][CH:22]=1. The yield is 0.960. (6) The reactants are [C:1]([O:9][CH2:10][CH2:11][NH:12][C:13](=[O:15])[CH3:14])(=[O:8])/[CH:2]=[CH:3]/[C:4]([O:6][CH3:7])=[O:5].[C:16](OC(=O)C)(=[O:18])[CH3:17].C([O-])(=O)C.[Na+]. No catalyst specified. The product is [C:1]([O:9][CH2:10][CH2:11][N:12]([C:16](=[O:18])[CH3:17])[C:13](=[O:15])[CH3:14])(=[O:8])/[CH:2]=[CH:3]/[C:4]([O:6][CH3:7])=[O:5]. The yield is 0.480. (7) The reactants are [S:1]1[C:5]2[CH:6]=[CH:7][CH:8]=[CH:9][C:4]=2[C:3]([CH:10]([CH:12]2[CH2:17][CH2:16][CH2:15][CH2:14][CH2:13]2)O)=[CH:2]1.S(Cl)([Cl:20])=O.C(=O)([O-])O.[Na+]. The catalyst is C1(C)C=CC=CC=1. The product is [Cl:20][CH:10]([CH:12]1[CH2:17][CH2:16][CH2:15][CH2:14][CH2:13]1)[C:3]1[C:4]2[CH:9]=[CH:8][CH:7]=[CH:6][C:5]=2[S:1][CH:2]=1. The yield is 0.970.